This data is from Peptide-MHC class II binding affinity with 134,281 pairs from IEDB. The task is: Regression. Given a peptide amino acid sequence and an MHC pseudo amino acid sequence, predict their binding affinity value. This is MHC class II binding data. The peptide sequence is VRFQEAANKQKQELD. The MHC is DRB1_0401 with pseudo-sequence DRB1_0401. The binding affinity (normalized) is 0.293.